From a dataset of Full USPTO retrosynthesis dataset with 1.9M reactions from patents (1976-2016). Predict the reactants needed to synthesize the given product. (1) Given the product [C:10]([O:9][C:7]([N:4]1[CH:3]=[C:2]([CH3:1])[CH:6]=[N:5]1)=[O:8])([CH3:13])([CH3:12])[CH3:11], predict the reactants needed to synthesize it. The reactants are: [CH3:1][C:2]1[CH:3]=[N:4][NH:5][CH:6]=1.[C:7](O[C:7]([O:9][C:10]([CH3:13])([CH3:12])[CH3:11])=[O:8])([O:9][C:10]([CH3:13])([CH3:12])[CH3:11])=[O:8]. (2) Given the product [Cl:52][C:53]1[C:58]([C:59]([F:61])([F:62])[F:60])=[CH:57][CH:56]=[CH:55][C:54]=1[CH2:63][NH:64][C:7]([CH:6]1[CH2:5][N:4]([C:10]2[N:15]=[C:14]([C:16]([F:19])([F:18])[F:17])[CH:13]=[CH:12][N:11]=2)[C:3](=[O:20])[N:2]1[CH3:1])=[O:9], predict the reactants needed to synthesize it. The reactants are: [CH3:1][N:2]1[CH:6]([C:7]([OH:9])=O)[CH2:5][N:4]([C:10]2[N:15]=[C:14]([C:16]([F:19])([F:18])[F:17])[CH:13]=[CH:12][N:11]=2)[C:3]1=[O:20].C(N1CCOCC1)C.O.ON1C2C=CC=CC=2N=N1.Cl.C(N=C=NCCCN(C)C)C.[Cl:52][C:53]1[C:58]([C:59]([F:62])([F:61])[F:60])=[CH:57][CH:56]=[CH:55][C:54]=1[CH2:63][NH2:64]. (3) Given the product [Cl:1][C:2]1[CH:7]=[CH:6][C:5]([C:8]2[N:9]([CH2:29][CH:26]3[CH2:28][CH2:27]3)[C:10](=[O:18])[N:11]([CH2:13][C:14]([O:16][CH3:17])=[O:15])[CH:12]=2)=[CH:4][CH:3]=1, predict the reactants needed to synthesize it. The reactants are: [Cl:1][C:2]1[CH:7]=[CH:6][C:5]([C:8]2[NH:9][C:10](=[O:18])[N:11]([CH2:13][C:14]([O:16][CH3:17])=[O:15])[CH:12]=2)=[CH:4][CH:3]=1.C(=O)([O-])[O-].[Cs+].[Cs+].Br[C:26]1([CH3:29])[CH2:28][CH2:27]1.Cl. (4) The reactants are: C(O[C:6]([N:8](C)[C@H:9]([C:13]([NH:15][C@H:16]([C:20]([N:22]([C@@H:24]([C@@H:61]([CH3:64])[CH2:62][CH3:63])[C@H:25]([O:59][CH3:60])[CH2:26][C:27]([N:29]1[CH2:33][CH2:32][CH2:31][C@H:30]1[C@H:34]([O:57][CH3:58])[C@@H:35]([CH3:56])[C:36]([NH:38][C@@H:39]([CH2:49][C:50]1[CH:55]=[CH:54][CH:53]=[CH:52][CH:51]=1)[CH2:40][O:41][CH2:42][C:43]1[CH:48]=[CH:47][CH:46]=[CH:45][CH:44]=1)=[O:37])=[O:28])[CH3:23])=[O:21])[CH:17]([CH3:19])[CH3:18])=[O:14])[CH:10]([CH3:12])[CH3:11])=O)(C)(C)C.[C:66]([OH:72])([C:68]([F:71])([F:70])[F:69])=[O:67]. Given the product [F:69][C:68]([F:71])([F:70])[C:66]([OH:72])=[O:67].[CH3:6][NH:8][C@H:9]([C:13]([NH:15][C@H:16]([C:20]([N:22]([C@@H:24]([C@@H:61]([CH3:64])[CH2:62][CH3:63])[C@H:25]([O:59][CH3:60])[CH2:26][C:27]([N:29]1[CH2:33][CH2:32][CH2:31][C@H:30]1[C@H:34]([O:57][CH3:58])[C@@H:35]([CH3:56])[C:36]([NH:38][C@@H:39]([CH2:49][C:50]1[CH:51]=[CH:52][CH:53]=[CH:54][CH:55]=1)[CH2:40][O:41][CH2:42][C:43]1[CH:48]=[CH:47][CH:46]=[CH:45][CH:44]=1)=[O:37])=[O:28])[CH3:23])=[O:21])[CH:17]([CH3:18])[CH3:19])=[O:14])[CH:10]([CH3:12])[CH3:11], predict the reactants needed to synthesize it. (5) Given the product [CH3:12][N:13]1[CH2:17][CH2:16][CH2:15][C@@H:14]1[CH2:18][C:20]1[C:28]2[C:23](=[CH:24][CH:25]=[C:26]([CH2:29][CH2:30][S:31]([C:34]3[CH:39]=[CH:38][CH:37]=[CH:36][CH:35]=3)(=[O:32])=[O:33])[CH:27]=2)[NH:22][CH:21]=1, predict the reactants needed to synthesize it. The reactants are: [H-].[H-].[H-].[H-].[Li+].[Al+3].C1COCC1.[CH3:12][N:13]1[CH2:17][CH2:16][CH2:15][C@@H:14]1[C:18]([C:20]1[C:28]2[C:23](=[CH:24][CH:25]=[C:26]([CH2:29][CH2:30][S:31]([C:34]3[CH:39]=[CH:38][CH:37]=[CH:36][CH:35]=3)(=[O:33])=[O:32])[CH:27]=2)[NH:22][CH:21]=1)=O.[OH-].[Na+]. (6) Given the product [C:19]([NH:27][C:6]([N:8]1[CH2:12][C:11](=[N:13][O:14][CH3:15])[CH2:10][C@H:9]1[C:16]([NH:45][C:41]1[CH:42]=[CH:43][C:44]2[N:32]([CH2:30][CH3:31])[C:33]3[C:38]([C:39]=2[CH:40]=1)=[CH:37][CH:36]=[CH:35][CH:34]=3)=[O:18])=[O:7])(=[O:26])[C:20]1[CH:21]=[CH:22][CH:23]=[CH:24][CH:25]=1, predict the reactants needed to synthesize it. The reactants are: C(O[C:6]([N:8]1[CH2:12][C:11](=[N:13][O:14][CH3:15])[CH2:10][C@H:9]1[C:16]([OH:18])=O)=[O:7])(C)(C)C.[C:19]([N:27]=C=O)(=[O:26])[C:20]1[CH:25]=[CH:24][CH:23]=[CH:22][CH:21]=1.[CH2:30]([N:32]1[C:44]2[CH:43]=[CH:42][C:41]([NH2:45])=[CH:40][C:39]=2[C:38]2[C:33]1=[CH:34][CH:35]=[CH:36][CH:37]=2)[CH3:31]. (7) Given the product [F:36][C:26]1[CH:27]=[C:28]([CH:34]=[CH:35][C:25]=1[NH:24][C:2]1[C:3]([F:23])=[C:4]([N:8]2[CH2:13][CH2:12][CH:11]([C:14]3[O:18][N:17]=[C:16]([C:19]([F:22])([CH3:21])[CH3:20])[N:15]=3)[CH2:10][CH2:9]2)[N:5]=[CH:6][N:7]=1)[C:29]([N:31]([CH3:33])[CH3:32])=[O:30], predict the reactants needed to synthesize it. The reactants are: Cl[C:2]1[N:7]=[CH:6][N:5]=[C:4]([N:8]2[CH2:13][CH2:12][CH:11]([C:14]3[O:18][N:17]=[C:16]([C:19]([F:22])([CH3:21])[CH3:20])[N:15]=3)[CH2:10][CH2:9]2)[C:3]=1[F:23].[NH2:24][C:25]1[CH:35]=[CH:34][C:28]([C:29]([N:31]([CH3:33])[CH3:32])=[O:30])=[CH:27][C:26]=1[F:36].C(=O)([O-])[O-].